From a dataset of Catalyst prediction with 721,799 reactions and 888 catalyst types from USPTO. Predict which catalyst facilitates the given reaction. (1) Reactant: [CH2:1]([O:5][CH2:6][CH2:7][O:8][C:9]1[CH:14]=[CH:13][C:12]([C:15]2[CH:16]=[C:17](/[CH:27]=[C:28](\[CH3:34])/[C:29]([O:31]CC)=[O:30])[C:18]([N:21]3[CH2:25][CH2:24][CH:23]([CH3:26])[CH2:22]3)=[N:19][CH:20]=2)=[CH:11][CH:10]=1)[CH2:2][CH2:3][CH3:4].[OH-].[Na+].O.Cl. Product: [CH2:1]([O:5][CH2:6][CH2:7][O:8][C:9]1[CH:10]=[CH:11][C:12]([C:15]2[CH:16]=[C:17](/[CH:27]=[C:28](\[CH3:34])/[C:29]([OH:31])=[O:30])[C:18]([N:21]3[CH2:25][CH2:24][CH:23]([CH3:26])[CH2:22]3)=[N:19][CH:20]=2)=[CH:13][CH:14]=1)[CH2:2][CH2:3][CH3:4]. The catalyst class is: 36. (2) Reactant: [CH3:1][C:2]1[C:11]2[NH:10]C(=O)O[C:7](=[O:13])[C:6]=2[CH:5]=[C:4]([N:14]2[CH:18]=[N:17][CH:16]=[N:15]2)[CH:3]=1.[CH3:19][NH2:20]. Product: [NH2:10][C:11]1[C:2]([CH3:1])=[CH:3][C:4]([N:14]2[CH:18]=[N:17][CH:16]=[N:15]2)=[CH:5][C:6]=1[C:7]([NH:20][CH3:19])=[O:13]. The catalyst class is: 1. (3) Reactant: [F:1][C:2]1[CH:3]=[C:4]2[C:8](=[CH:9][C:10]=1[NH:11][C:12]([CH:14]([O:16]C(=O)C)[CH3:15])=[O:13])[NH:7][C:6](=[O:20])[CH2:5]2.[OH-].[Na+]. Product: [F:1][C:2]1[CH:3]=[C:4]2[C:8](=[CH:9][C:10]=1[NH:11][C:12](=[O:13])[C@@H:14]([OH:16])[CH3:15])[NH:7][C:6](=[O:20])[CH2:5]2. The catalyst class is: 24. (4) Reactant: [O:1]([C:8]1[CH:30]=[CH:29][C:11]([O:12][C:13]2[N:21]=[CH:20][C:19]([NH:22][CH:23]3[CH2:28][CH2:27][CH2:26][NH:25][CH2:24]3)=[CH:18][C:14]=2[C:15]([NH2:17])=[O:16])=[CH:10][CH:9]=1)[C:2]1[CH:7]=[CH:6][CH:5]=[CH:4][CH:3]=1.C(N(CC)C(C)C)(C)C.[C:40](Cl)(=[O:43])[CH:41]=[CH2:42]. Product: [C:40]([N:25]1[CH2:26][CH2:27][CH2:28][CH:23]([NH:22][C:19]2[CH:20]=[N:21][C:13]([O:12][C:11]3[CH:29]=[CH:30][C:8]([O:1][C:2]4[CH:3]=[CH:4][CH:5]=[CH:6][CH:7]=4)=[CH:9][CH:10]=3)=[C:14]([CH:18]=2)[C:15]([NH2:17])=[O:16])[CH2:24]1)(=[O:43])[CH:41]=[CH2:42]. The catalyst class is: 2. (5) Reactant: [H-].[Na+].[NH:3]1[CH:7]=[CH:6][CH:5]=[N:4]1.[F:8][C:9]1[CH:14]=[CH:13][CH:12]=[C:11](F)[N:10]=1. Product: [F:8][C:9]1[CH:14]=[CH:13][CH:12]=[C:11]([N:3]2[CH:7]=[CH:6][CH:5]=[N:4]2)[N:10]=1. The catalyst class is: 827. (6) Product: [NH:17]1[CH2:18][CH:15]([O:14][C:13]2[CH:26]=[CH:27][C:10]([CH2:9][N:6]3[CH2:7][CH2:8][C:3]([CH2:2][OH:1])([CH3:29])[CH2:4][CH2:5]3)=[C:11]([CH3:28])[CH:12]=2)[CH2:16]1. The catalyst class is: 2. Reactant: [OH:1][CH2:2][C:3]1([CH3:29])[CH2:8][CH2:7][N:6]([CH2:9][C:10]2[CH:27]=[CH:26][C:13]([O:14][CH:15]3[CH2:18][N:17](C(OC(C)(C)C)=O)[CH2:16]3)=[CH:12][C:11]=2[CH3:28])[CH2:5][CH2:4]1.C(O)(C(F)(F)F)=O.O.C([O-])([O-])=O.[Na+].[Na+]. (7) Reactant: [Cl-].[NH4+].[N+:3]([C:6]1[CH:11]=[CH:10][C:9]([N:12]([CH2:15][CH2:16][C:17]2[CH:22]=[CH:21][CH:20]=[CH:19][N:18]=2)[CH:13]=[O:14])=[CH:8][CH:7]=1)([O-])=O. Product: [NH2:3][C:6]1[CH:11]=[CH:10][C:9]([N:12]([CH2:15][CH2:16][C:17]2[CH:22]=[CH:21][CH:20]=[CH:19][N:18]=2)[CH:13]=[O:14])=[CH:8][CH:7]=1. The catalyst class is: 406. (8) Reactant: [F:1][C:2]([F:43])([F:42])[C@H:3]([N:29]1[CH2:33][CH2:32][C@H:31]([NH:34]C(=O)OC(C)(C)C)[CH2:30]1)[C:4]1[CH:5]=[CH:6][C:7]2[N:8]([C:10]([C:13]3[C:22]([F:23])=[CH:21][C:20]4[C:15](=[CH:16][C:17]([O:24][CH2:25][CH2:26][O:27][CH3:28])=[CH:18][CH:19]=4)[N:14]=3)=[N:11][N:12]=2)[CH:9]=1.Cl. Product: [F:43][C:2]([F:1])([F:42])[C@H:3]([N:29]1[CH2:33][CH2:32][C@H:31]([NH2:34])[CH2:30]1)[C:4]1[CH:5]=[CH:6][C:7]2[N:8]([C:10]([C:13]3[C:22]([F:23])=[CH:21][C:20]4[C:15](=[CH:16][C:17]([O:24][CH2:25][CH2:26][O:27][CH3:28])=[CH:18][CH:19]=4)[N:14]=3)=[N:11][N:12]=2)[CH:9]=1. The catalyst class is: 812. (9) Reactant: C(OC(=O)[NH:7][C:8]1[CH:13]=[C:12]([CH3:14])[C:11]([C:15]([F:18])([F:17])[F:16])=[CH:10][C:9]=1[NH:19][C:20](=[O:36])[CH2:21][C:22](=O)[C:23]1[CH:28]=[CH:27][CH:26]=[C:25]([C:29]2[CH:34]=[CH:33][N:32]=[N:31][CH:30]=2)[CH:24]=1)(C)(C)C.C(O)(C(F)(F)F)=O. Product: [CH3:14][C:12]1[C:11]([C:15]([F:16])([F:17])[F:18])=[CH:10][C:9]2[NH:19][C:20](=[O:36])[CH2:21][C:22]([C:23]3[CH:28]=[CH:27][CH:26]=[C:25]([C:29]4[CH:34]=[CH:33][N:32]=[N:31][CH:30]=4)[CH:24]=3)=[N:7][C:8]=2[CH:13]=1. The catalyst class is: 2. (10) Reactant: Cl[C:2]1[N:7]=[C:6]([C:8]2[CH:13]=[CH:12][CH:11]=[CH:10][CH:9]=2)[CH:5]=[C:4]([C:14]2[CH:19]=[CH:18][CH:17]=[CH:16][CH:15]=2)[N:3]=1.[CH3:20][Si:21]([CH3:42])([CH3:41])[CH2:22][CH2:23][O:24][C:25](=[O:40])[CH2:26][CH2:27][C:28]([C:30]1[C:38]2[C:33](=[CH:34][CH:35]=[C:36]([Cl:39])[CH:37]=2)[NH:32][CH:31]=1)=[O:29].C([O-])([O-])=O.[K+].[K+]. Product: [CH3:42][Si:21]([CH3:20])([CH3:41])[CH2:22][CH2:23][O:24][C:25](=[O:40])[CH2:26][CH2:27][C:28]([C:30]1[C:38]2[C:33](=[CH:34][CH:35]=[C:36]([Cl:39])[CH:37]=2)[N:32]([C:2]2[N:7]=[C:6]([C:8]3[CH:13]=[CH:12][CH:11]=[CH:10][CH:9]=3)[CH:5]=[C:4]([C:14]3[CH:19]=[CH:18][CH:17]=[CH:16][CH:15]=3)[N:3]=2)[CH:31]=1)=[O:29]. The catalyst class is: 197.